The task is: Predict the reaction yield, written as a fraction of the theoretical maximum amount of product (1.0 means a 100% yield; for example, 0.34 means a 34% yield).. This data is from Reaction yield outcomes from USPTO patents with 853,638 reactions. The reactants are [H-].[Na+].[O:3]1[CH2:8][CH2:7][CH:6]([OH:9])[CH2:5][CH2:4]1.Br[CH2:11][C:12]1[CH:19]=[CH:18][C:15]([C:16]#[N:17])=[CH:14][CH:13]=1.C(OCC)(=O)C. The catalyst is C1COCC1. The product is [O:3]1[CH2:8][CH2:7][CH:6]([O:9][CH2:11][C:12]2[CH:19]=[CH:18][C:15]([C:16]#[N:17])=[CH:14][CH:13]=2)[CH2:5][CH2:4]1. The yield is 0.710.